This data is from Forward reaction prediction with 1.9M reactions from USPTO patents (1976-2016). The task is: Predict the product of the given reaction. (1) Given the reactants FC(F)(F)S(O[C:7]1[CH:13]2[CH2:14][CH:10]([CH2:11][N:12]2[C:15]([O:17][C:18]([CH3:21])([CH3:20])[CH3:19])=[O:16])[CH2:9][CH:8]=1)(=O)=O.C(N(CC)CC)C.[CH3:31][Si:32]([C:35]#[CH:36])([CH3:34])[CH3:33], predict the reaction product. The product is: [CH3:31][Si:32]([C:35]#[C:36][C:7]1[CH:13]2[CH2:14][CH:10]([CH2:11][N:12]2[C:15]([O:17][C:18]([CH3:21])([CH3:20])[CH3:19])=[O:16])[CH2:9][CH:8]=1)([CH3:34])[CH3:33]. (2) Given the reactants [F:1][C:2]1[CH:3]=[C:4]([N:14]2[CH2:18][C@H:17]([CH2:19][NH:20][C:21](=[O:23])[CH3:22])[O:16][C:15]2=[O:24])[CH:5]=[CH:6][C:7]=1[N:8]1[CH2:13][CH2:12][NH:11][CH2:10][CH2:9]1.[C:25](=[O:28])([O-])[O-].[K+].[K+], predict the reaction product. The product is: [F:1][C:2]1[CH:3]=[C:4]([N:14]2[CH2:18][C@H:17]([CH2:19][NH:20][C:21](=[O:23])[CH3:22])[O:16][C:15]2=[O:24])[CH:5]=[CH:6][C:7]=1[N:8]1[CH2:13][CH2:12][N:11]([C:15]([N:14]2[CH2:18][CH2:25][O:28][CH2:3][CH2:4]2)=[O:16])[CH2:10][CH2:9]1. (3) Given the reactants [N:1]12[CH2:8][CH2:7][C:4]([O:9][C:10](=[O:38])[NH:11][C:12]3[CH:17]=[C:16]([CH2:18][CH2:19][CH2:20][C:21]([NH:23][C:24]4[CH:25]=[N:26][C:27]([CH2:30][OH:31])=[CH:28][CH:29]=4)=[O:22])[CH:15]=[CH:14][C:13]=3[C:32]3[CH:37]=[CH:36][CH:35]=[CH:34][CH:33]=3)([CH2:5][CH2:6]1)[CH2:3][CH2:2]2.CC(OI1(OC(C)=O)(OC(C)=O)OC(=O)C2C=CC=CC1=2)=O, predict the reaction product. The product is: [N:1]12[CH2:8][CH2:7][C:4]([O:9][C:10](=[O:38])[NH:11][C:12]3[CH:17]=[C:16]([CH2:18][CH2:19][CH2:20][C:21]([NH:23][C:24]4[CH:25]=[N:26][C:27]([CH:30]=[O:31])=[CH:28][CH:29]=4)=[O:22])[CH:15]=[CH:14][C:13]=3[C:32]3[CH:33]=[CH:34][CH:35]=[CH:36][CH:37]=3)([CH2:5][CH2:6]1)[CH2:3][CH2:2]2. (4) Given the reactants [CH3:1][N:2]([CH3:16])[S:3]([C:6]1[CH:7]=[C:8]2[C:12](=[CH:13][CH:14]=1)[NH:11][C:10](=[O:15])[CH2:9]2)(=[O:5])=[O:4].[CH:17]([C:19]1[NH:20][C:21]([CH3:39])=[C:22]([S:29]([C:32]2[CH:37]=[CH:36][C:35]([CH3:38])=[CH:34][CH:33]=2)(=[O:31])=[O:30])[C:23]=1[CH2:24][CH2:25][C:26]([OH:28])=[O:27])=O.N1CCCCC1, predict the reaction product. The product is: [CH3:1][N:2]([CH3:16])[S:3]([C:6]1[CH:7]=[C:8]2[C:12](=[CH:13][CH:14]=1)[NH:11][C:10](=[O:15])/[C:9]/2=[CH:17]\[C:19]1[NH:20][C:21]([CH3:39])=[C:22]([S:29]([C:32]2[CH:33]=[CH:34][C:35]([CH3:38])=[CH:36][CH:37]=2)(=[O:30])=[O:31])[C:23]=1[CH2:24][CH2:25][C:26]([OH:28])=[O:27])(=[O:5])=[O:4]. (5) Given the reactants [Br:1][CH2:2][CH2:3][N:4]([CH2:21][CH3:22])[C:5]1[CH:10]=[CH:9][C:8](/[N:11]=[N:12]/[C:13]2[CH:20]=[CH:19][C:16]([CH:17]=O)=[CH:15][CH:14]=2)=[CH:7][CH:6]=1.Cl.[CH3:24][N:25]1[C:29]([CH3:30])=[CH:28][S:27]/[C:26]/1=[N:31]\[NH2:32].[OH-].[Na+], predict the reaction product. The product is: [CH3:24][N:25]1[C:29]([CH3:30])=[CH:28][S:27]/[C:26]/1=[N:31]\[N:32]=[CH:17][C:16]1[CH:19]=[CH:20][C:13](/[N:12]=[N:11]/[C:8]2[CH:9]=[CH:10][C:5]([N:4]([CH2:3][CH2:2][Br:1])[CH2:21][CH3:22])=[CH:6][CH:7]=2)=[CH:14][CH:15]=1. (6) Given the reactants [C:1]([O:5][C:6](=[O:24])[NH:7][C:8]1[CH2:9][O:10][CH2:11][C:12]([C:15]2[CH:20]=[CH:19][CH:18]=[C:17]([N:21]=[N+]=[N-])[CH:16]=2)([CH3:14])[N:13]=1)([CH3:4])([CH3:3])[CH3:2], predict the reaction product. The product is: [C:1]([O:5][C:6](=[O:24])[NH:7][C:8]1[CH2:9][O:10][CH2:11][C:12]([C:15]2[CH:20]=[CH:19][CH:18]=[C:17]([NH2:21])[CH:16]=2)([CH3:14])[N:13]=1)([CH3:2])([CH3:3])[CH3:4].